From a dataset of Reaction yield outcomes from USPTO patents with 853,638 reactions. Predict the reaction yield, written as a fraction of the theoretical maximum amount of product (1.0 means a 100% yield; for example, 0.34 means a 34% yield). The reactants are Br.[NH:2]1[CH2:7][CH2:6][CH:5]([CH2:8][N:9]2[C:17]3[C:12](=[CH:13][CH:14]=[CH:15][CH:16]=3)[C:11]3([C:21]4=[CH:22][C:23]5[O:27][CH2:26][O:25][C:24]=5[CH:28]=[C:20]4[O:19][CH2:18]3)[C:10]2=[O:29])[CH2:4][CH2:3]1.Br[C:31]1[CH:36]=[CH:35][CH:34]=[CH:33][N:32]=1.C1CCN2C(=NCCC2)CC1.O. The catalyst is [I-].C([N+](CCCC)(CCCC)CCCC)CCC.CN(C=O)C. The product is [N:32]1[CH:33]=[CH:34][CH:35]=[CH:36][C:31]=1[N:2]1[CH2:7][CH2:6][CH:5]([CH2:8][N:9]2[C:17]3[C:12](=[CH:13][CH:14]=[CH:15][CH:16]=3)[C:11]3([C:21]4=[CH:22][C:23]5[O:27][CH2:26][O:25][C:24]=5[CH:28]=[C:20]4[O:19][CH2:18]3)[C:10]2=[O:29])[CH2:4][CH2:3]1. The yield is 0.270.